Dataset: Forward reaction prediction with 1.9M reactions from USPTO patents (1976-2016). Task: Predict the product of the given reaction. (1) Given the reactants [CH:1]([C:4]1[CH:5]=[C:6]([C@@H:10]([NH:12][C:13]([C:15]2[CH:33]=[CH:32][C:18]3[N:19]([CH2:23][C:24]4[CH:29]=[CH:28][CH:27]=[C:26]([O:30]C)[CH:25]=4)[C:20]([CH3:22])=[N:21][C:17]=3[CH:16]=2)=[O:14])[CH3:11])[CH:7]=[CH:8][CH:9]=1)([CH3:3])[CH3:2].B(Br)(Br)Br, predict the reaction product. The product is: [OH:30][C:26]1[CH:25]=[C:24]([CH:29]=[CH:28][CH:27]=1)[CH2:23][N:19]1[C:18]2[CH:32]=[CH:33][C:15]([C:13]([NH:12][C@H:10]([C:6]3[CH:7]=[CH:8][CH:9]=[C:4]([CH:1]([CH3:2])[CH3:3])[CH:5]=3)[CH3:11])=[O:14])=[CH:16][C:17]=2[N:21]=[C:20]1[CH3:22]. (2) Given the reactants [NH2:1][C:2]([NH2:4])=[S:3].[Br:5][CH:6]([CH3:14])[C:7](=O)[C:8]([O:10][CH2:11][CH3:12])=[O:9], predict the reaction product. The product is: [BrH:5].[NH2:1][C:2]1[S:3][C:6]([CH3:14])=[C:7]([C:8]([O:10][CH2:11][CH3:12])=[O:9])[N:4]=1. (3) Given the reactants Cl[C:2]1[NH:3][C:4]2[CH:10]=[CH:9][CH:8]=[CH:7][C:5]=2[N:6]=1.[F:11][C:12]1[CH:13]=[C:14]([CH:16]=[CH:17][C:18]=1[F:19])[NH2:15], predict the reaction product. The product is: [N:6]1[C:5]2[CH:7]=[CH:8][CH:9]=[CH:10][C:4]=2[NH:3][C:2]=1[NH:15][C:14]1[CH:16]=[CH:17][C:18]([F:19])=[C:12]([F:11])[CH:13]=1. (4) Given the reactants [CH3:1][O:2][C:3]1[CH:4]=[C:5]([CH:10]=[CH:11][C:12]=1[N:13]1[CH:17]=[C:16]([CH3:18])[N:15]=[CH:14]1)[C:6]([NH:8][NH2:9])=O.[F:19][C:20]1[CH:21]=[C:22]([C:27]2([C:35]([O:37][CH2:38][CH3:39])=[O:36])[CH2:32][CH2:31][CH2:30][N:29]=[C:28]2SC)[CH:23]=[CH:24][C:25]=1[F:26], predict the reaction product. The product is: [F:19][C:20]1[CH:21]=[C:22]([C:27]2([C:35]([O:37][CH2:38][CH3:39])=[O:36])[CH2:32][CH2:31][CH2:30][N:29]3[C:6]([C:5]4[CH:10]=[CH:11][C:12]([N:13]5[CH:17]=[C:16]([CH3:18])[N:15]=[CH:14]5)=[C:3]([O:2][CH3:1])[CH:4]=4)=[N:8][N:9]=[C:28]23)[CH:23]=[CH:24][C:25]=1[F:26].